From a dataset of Reaction yield outcomes from USPTO patents with 853,638 reactions. Predict the reaction yield, written as a fraction of the theoretical maximum amount of product (1.0 means a 100% yield; for example, 0.34 means a 34% yield). (1) The reactants are [O:1]=[S:2]([Cl:4])Cl.[N+:5]([C:8]1[CH:14]=[C:13]([F:15])[CH:12]=[CH:11][C:9]=1N)([O-:7])=[O:6].N([O-])=[O:17].[Na+].Cl. The catalyst is O.Cl[Cu]. The product is [F:15][C:13]1[CH:12]=[CH:11][C:9]([S:2]([Cl:4])(=[O:1])=[O:17])=[C:8]([N+:5]([O-:7])=[O:6])[CH:14]=1. The yield is 0.810. (2) The reactants are [BH4-].[Na+].[Br:3][C:4]1[CH:9]=[CH:8][C:7]([CH:10]2[CH2:13][C:12](=[O:14])[CH2:11]2)=[C:6]([O:15][CH3:16])[CH:5]=1. The catalyst is O1CCCC1. The product is [Br:3][C:4]1[CH:9]=[CH:8][C:7]([C@@H:10]2[CH2:11][C@H:12]([OH:14])[CH2:13]2)=[C:6]([O:15][CH3:16])[CH:5]=1. The yield is 0.772. (3) The catalyst is C1COCC1. The yield is 0.530. The product is [Cl:16][C:10]1[CH:11]=[C:12]([Cl:15])[CH:13]=[CH:14][C:9]=1[C:6]([CH:5]1[CH2:17][CH2:18][N:21]([C@H:22]2[CH2:27][CH2:26][C@H:25]([OH:28])[CH2:24][CH2:23]2)[C:4]1=[O:20])([CH3:7])[CH3:8]. The reactants are C(O[C:4](=[O:20])[CH:5]([CH2:17][CH:18]=O)[C:6]([C:9]1[CH:14]=[CH:13][C:12]([Cl:15])=[CH:11][C:10]=1[Cl:16])([CH3:8])[CH3:7])C.[NH2:21][C@H:22]1[CH2:27][CH2:26][C@H:25]([OH:28])[CH2:24][CH2:23]1.C(O)(=O)C.[BH-](OC(C)=O)(OC(C)=O)OC(C)=O.[Na+]. (4) The reactants are [H-].[Na+].[Br:3][C:4]1[CH:5]=[C:6]2[C:10](=[CH:11][CH:12]=1)[NH:9][C:8](=[O:13])[C:7]2=[O:14].[CH3:15][O:16][C:17](=[O:26])[CH:18](Br)[CH2:19][CH:20]1[CH2:24][CH2:23][CH2:22][CH2:21]1. The catalyst is CN(C)C=O.O. The product is [CH3:15][O:16][C:17](=[O:26])[CH:18]([N:9]1[C:10]2[C:6](=[CH:5][C:4]([Br:3])=[CH:12][CH:11]=2)[C:7](=[O:14])[C:8]1=[O:13])[CH2:19][CH:20]1[CH2:21][CH2:22][CH2:23][CH2:24]1. The yield is 0.430. (5) The reactants are [CH2:1]([S:4]([N:7]([C:14]1[CH:19]=[C:18]([F:20])[C:17]([F:21])=[C:16]([C:22]([C:24]2[CH:25]=[C:26]3[C:31](=[CH:32][CH:33]=2)[N:30]=[CH:29][CH:28]=[N:27]3)=[O:23])[C:15]=1[F:34])S(CCC)(=O)=O)(=[O:6])=[O:5])[CH2:2][CH3:3].[OH-].[Na+]. The catalyst is CO. The product is [F:34][C:15]1[C:16]([C:22]([C:24]2[CH:25]=[C:26]3[C:31](=[CH:32][CH:33]=2)[N:30]=[CH:29][CH:28]=[N:27]3)=[O:23])=[C:17]([F:21])[C:18]([F:20])=[CH:19][C:14]=1[NH:7][S:4]([CH2:1][CH2:2][CH3:3])(=[O:6])=[O:5]. The yield is 0.637. (6) The reactants are [CH3:1][C:2]1[CH:3]=[C:4]([O:13][C:14]2[C:19]([N+:20]([O-])=O)=[CH:18][CH:17]=[CH:16][N:15]=2)[N:5]([C:7]2[CH:12]=[CH:11][CH:10]=[CH:9][CH:8]=2)[N:6]=1.O1CCCC1. The catalyst is [Pd].CO. The product is [CH3:1][C:2]1[CH:3]=[C:4]([O:13][C:14]2[C:19]([NH2:20])=[CH:18][CH:17]=[CH:16][N:15]=2)[N:5]([C:7]2[CH:8]=[CH:9][CH:10]=[CH:11][CH:12]=2)[N:6]=1. The yield is 0.960.